Dataset: Forward reaction prediction with 1.9M reactions from USPTO patents (1976-2016). Task: Predict the product of the given reaction. (1) Given the reactants [CH3:1][C:2]1[CH:7]=[CH:6][C:5]([C:8]2[CH:13]=[C:12]([O:14][C:15]3[CH:20]=[CH:19][CH:18]=[CH:17][N:16]=3)[CH:11]=[C:10]([C:21](O)=[O:22])[CH:9]=2)=[CH:4][CH:3]=1.Cl.Cl.[CH3:26][C:27]1[N:32]=[CH:31][C:30]([C@H:33]([NH2:35])[CH3:34])=[CH:29][CH:28]=1.F[P-](F)(F)(F)(F)F.C[N+](C)=C(N(C)C)ON1C2N=CC=CC=2N=N1.C(N(CC)C(C)C)(C)C, predict the reaction product. The product is: [CH3:1][C:2]1[CH:3]=[CH:4][C:5]([C:8]2[CH:13]=[C:12]([O:14][C:15]3[CH:20]=[CH:19][CH:18]=[CH:17][N:16]=3)[CH:11]=[C:10]([C:21]([NH:35][C@@H:33]([C:30]3[CH:31]=[N:32][C:27]([CH3:26])=[CH:28][CH:29]=3)[CH3:34])=[O:22])[CH:9]=2)=[CH:6][CH:7]=1. (2) Given the reactants [C:9](O[C:9]([O:11][C:12]([CH3:15])([CH3:14])[CH3:13])=[O:10])([O:11][C:12]([CH3:15])([CH3:14])[CH3:13])=[O:10].[I:16][C:17]1[C:25]2[C:20](=[N:21][CH:22]=[N:23][C:24]=2[NH2:26])[N:19]([CH:27]2[CH2:32][CH2:31][CH2:30][NH:29][CH2:28]2)[N:18]=1.C(=O)([O-])[O-].[Na+].[Na+], predict the reaction product. The product is: [NH2:26][C:24]1[N:23]=[CH:22][N:21]=[C:20]2[N:19]([CH:27]3[CH2:32][CH2:31][CH2:30][N:29]([C:9]([O:11][C:12]([CH3:13])([CH3:14])[CH3:15])=[O:10])[CH2:28]3)[N:18]=[C:17]([I:16])[C:25]=12. (3) Given the reactants [Cl:1][CH2:2][CH2:3][CH2:4][O:5][C:6]1[CH:15]=[C:14]2[C:9]([C:10]([NH:18][C:19]3[CH:24]=[CH:23][C:22]([C:25]#[C:26][CH2:27][O:28][CH3:29])=[C:21]4[O:30][CH2:31][O:32][C:20]=34)=[C:11]([C:16]#[N:17])[CH:12]=[N:13]2)=[CH:8][C:7]=1[O:33][CH3:34].[C:35]([N:38]1[CH2:43][CH2:42][NH:41][CH2:40][CH2:39]1)(=[O:37])[CH3:36], predict the reaction product. The product is: [ClH:1].[ClH:1].[C:35]([N:38]1[CH2:43][CH2:42][N:41]([CH2:2][CH2:3][CH2:4][O:5][C:6]2[CH:15]=[C:14]3[C:9]([C:10]([NH:18][C:19]4[CH:24]=[CH:23][C:22]([C:25]#[C:26][CH2:27][O:28][CH3:29])=[C:21]5[O:30][CH2:31][O:32][C:20]=45)=[C:11]([C:16]#[N:17])[CH:12]=[N:13]3)=[CH:8][C:7]=2[O:33][CH3:34])[CH2:40][CH2:39]1)(=[O:37])[CH3:36]. (4) Given the reactants [Br:1][C:2]1[CH:7]=[CH:6][C:5]([C:8]2[CH:12]=[C:11]([OH:13])[N:10]([C:14]3[CH:19]=[CH:18][CH:17]=[CH:16][N:15]=3)[N:9]=2)=[CH:4][CH:3]=1.C(N(CC)CC)C.[C:27](Cl)(=[O:29])[CH3:28].O, predict the reaction product. The product is: [C:27]([O:13][C:11]1[N:10]([C:14]2[CH:19]=[CH:18][CH:17]=[CH:16][N:15]=2)[N:9]=[C:8]([C:5]2[CH:4]=[CH:3][C:2]([Br:1])=[CH:7][CH:6]=2)[CH:12]=1)(=[O:29])[CH3:28]. (5) Given the reactants [NH3:1].[O:2]1[C:6]2([CH2:11][CH2:10][CH2:9][CH2:8][CH:7]2[NH:12][C:13](=[N:16][C:17]2[C:21]([CH3:22])=[CH:20][S:19][CH:18]=2)SC)[O:5][CH2:4][CH2:3]1, predict the reaction product. The product is: [O:2]1[C:6]2([CH2:11][CH2:10][CH2:9][CH2:8][CH:7]2[NH:12][C:13]([NH:16][C:17]2[C:21]([CH3:22])=[CH:20][S:19][CH:18]=2)=[NH:1])[O:5][CH2:4][CH2:3]1. (6) Given the reactants [CH3:1][O:2][C:3]([C:5]1[C:6](=[O:17])[S:7][C:8]2[C:13]([C:14]=1[OH:15])=[CH:12][C:11](Br)=[CH:10][CH:9]=2)=[O:4].[CH3:18][O:19][C:20]1[CH:25]=[CH:24][CH:23]=[CH:22][C:21]=1B(O)O, predict the reaction product. The product is: [CH3:1][O:2][C:3]([C:5]1[C:6](=[O:17])[S:7][C:8]2[C:13]([C:14]=1[OH:15])=[CH:12][C:11]([C:21]1[CH:22]=[CH:23][CH:24]=[CH:25][C:20]=1[O:19][CH3:18])=[CH:10][CH:9]=2)=[O:4]. (7) Given the reactants [OH-].[Na+].[F:3][C:4]1[CH:5]=[C:6]([N:10]2[CH2:14][CH2:13][CH2:12][CH:11]2[C:15]2[CH:16]=[C:17]([C:33]([O:35]C)=[O:34])[CH:18]=[C:19]3[C:24]=2[O:23][C:22]([N:25]2[CH2:30][CH2:29][O:28][C@H:27]([CH3:31])[CH2:26]2)=[CH:21][C:20]3=[O:32])[CH:7]=[CH:8][CH:9]=1.Cl, predict the reaction product. The product is: [F:3][C:4]1[CH:5]=[C:6]([N:10]2[CH2:14][CH2:13][CH2:12][CH:11]2[C:15]2[CH:16]=[C:17]([C:33]([OH:35])=[O:34])[CH:18]=[C:19]3[C:24]=2[O:23][C:22]([N:25]2[CH2:30][CH2:29][O:28][C@H:27]([CH3:31])[CH2:26]2)=[CH:21][C:20]3=[O:32])[CH:7]=[CH:8][CH:9]=1. (8) The product is: [C:1]([O:5][C:6](=[O:17])[NH:7][C:8]1[C:13]([CH:14]=[N:25][OH:18])=[CH:12][CH:11]=[C:10]([Cl:16])[N:9]=1)([CH3:4])([CH3:3])[CH3:2]. Given the reactants [C:1]([O:5][C:6](=[O:17])[NH:7][C:8]1[C:13]([CH:14]=O)=[CH:12][CH:11]=[C:10]([Cl:16])[N:9]=1)([CH3:4])([CH3:3])[CH3:2].[OH2:18].C([O-])(=O)C.[Na+].Cl.[NH2:25]O, predict the reaction product. (9) Given the reactants C(C1C=C(CCC2C=CN3C(=O)C(/[CH:24]=[CH:25]/[C:26]([OH:28])=[O:27])=C(N4CCOCC4)N=C3C=2)SC=1)C.[CH:32]([O:34][C@H:35]1[CH2:40][CH2:39][CH2:38][N:37]([C:41]2[N:42]=[C:43]3[CH:53]=[C:52]([C:54]([NH:56][C:57]4[S:58][CH:59]=[C:60]([C:62]([CH3:65])([CH3:64])[CH3:63])[N:61]=4)=[O:55])[CH:51]=[CH:50][N:44]3[C:45](=[O:49])[C:46]=2C=O)[CH2:36]1)=[O:33], predict the reaction product. The product is: [C:62]([C:60]1[N:61]=[C:57]([NH:56][C:54]([C:52]2[CH:51]=[CH:50][N:44]3[C:45](=[O:49])[C:46](/[CH:24]=[CH:25]/[C:26]([O:28][C:52]([CH3:54])([CH3:53])[CH3:51])=[O:27])=[C:41]([N:37]4[CH2:38][CH2:39][CH2:40][C@H:35]([O:34][CH:32]=[O:33])[CH2:36]4)[N:42]=[C:43]3[CH:53]=2)=[O:55])[S:58][CH:59]=1)([CH3:65])([CH3:64])[CH3:63]. (10) Given the reactants [Cl:1][C:2]1[CH:7]=[CH:6][C:5]([S:8]([CH:11]([C:19]2[CH:24]=[C:23]([F:25])[CH:22]=[CH:21][C:20]=2[F:26])[CH2:12][CH2:13][CH2:14][CH2:15][O:16]C=C)(=[O:10])=[O:9])=[CH:4][CH:3]=1.O.C1(C)C=CC(S(O)(=O)=O)=CC=1, predict the reaction product. The product is: [Cl:1][C:2]1[CH:3]=[CH:4][C:5]([S:8]([CH:11]([C:19]2[CH:24]=[C:23]([F:25])[CH:22]=[CH:21][C:20]=2[F:26])[CH2:12][CH2:13][CH2:14][CH2:15][OH:16])(=[O:10])=[O:9])=[CH:6][CH:7]=1.